Dataset: Forward reaction prediction with 1.9M reactions from USPTO patents (1976-2016). Task: Predict the product of the given reaction. (1) The product is: [Cl:1][C:2]1[C:3]([C:4](=[O:5])[CH3:14])=[CH:10][CH:11]=[CH:12][N:13]=1. Given the reactants [Cl:1][C:2]1[N:13]=[CH:12][CH:11]=[CH:10][C:3]=1[C:4](N(OC)C)=[O:5].[CH3:14][Mg]Cl.[NH4+].[Cl-].Cl.C([O-])(O)=O.[Na+], predict the reaction product. (2) Given the reactants Cl[C:2]1[CH:11]=[N:10][C:9]2[C:4](=[CH:5][CH:6]=[CH:7][CH:8]=2)[N:3]=1.[NH2:12][C:13]1[N:18]=[CH:17][CH:16]=[CH:15][N:14]=1, predict the reaction product. The product is: [N:3]1[C:4]2[C:9](=[CH:8][CH:7]=[CH:6][CH:5]=2)[N:10]=[CH:11][C:2]=1[N:18]1[CH:17]=[CH:16][CH:15]=[N:14][CH:13]1[NH2:12]. (3) Given the reactants [Cl:1][C:2]1[CH:10]=[CH:9][C:5]([C:6](O)=[O:7])=[C:4]([NH:11][S:12]([C:15]2[C:20]([F:21])=[CH:19][CH:18]=[CH:17][C:16]=2[F:22])(=[O:14])=[O:13])[CH:3]=1.Cl.[N+:24]([C:27]1[CH:32]=[CH:31][C:30]([CH:33]([CH3:36])[CH2:34][NH2:35])=[CH:29][CH:28]=1)([O-:26])=[O:25].[N+](C1C=CC(CC#N)=CC=1)([O-])=O, predict the reaction product. The product is: [Cl:1][C:2]1[CH:10]=[CH:9][C:5]([C:6]([NH:35][CH2:34][CH:33]([C:30]2[CH:31]=[CH:32][C:27]([N+:24]([O-:26])=[O:25])=[CH:28][CH:29]=2)[CH3:36])=[O:7])=[C:4]([NH:11][S:12]([C:15]2[C:16]([F:22])=[CH:17][CH:18]=[CH:19][C:20]=2[F:21])(=[O:14])=[O:13])[CH:3]=1. (4) Given the reactants Br[CH2:2][C:3]1[CH:8]=[CH:7][C:6]([F:9])=[CH:5][C:4]=1[S:10]([N:13]([CH3:15])[CH3:14])(=[O:12])=[O:11].O.[C-:17]#[N:18].[Na+], predict the reaction product. The product is: [C:17]([CH2:2][C:3]1[CH:8]=[CH:7][C:6]([F:9])=[CH:5][C:4]=1[S:10]([N:13]([CH3:15])[CH3:14])(=[O:12])=[O:11])#[N:18]. (5) Given the reactants [Cl:1][C:2]1[CH:26]=[CH:25][C:5]([C:6]([N:8]2[CH:20](C(O)=O)[CH2:19][C:18]3[C:17]4[C:12](=[CH:13][CH:14]=[CH:15][CH:16]=4)[N:11]([CH3:24])[C:10]=3[CH2:9]2)=O)=[CH:4][CH:3]=1.[CH3:27][O:28][C:29]([C:31]#[C:32][C:33]([O:35][CH3:36])=[O:34])=[O:30], predict the reaction product. The product is: [Cl:1][C:2]1[CH:26]=[CH:25][C:5]([C:6]2[N:8]3[C:20]([CH2:19][C:18]4[C:17]5[CH:16]=[CH:15][CH:14]=[CH:13][C:12]=5[N:11]([CH3:24])[C:10]=4[CH2:9]3)=[C:31]([C:29]([O:28][CH3:27])=[O:30])[C:32]=2[C:33]([O:35][CH3:36])=[O:34])=[CH:4][CH:3]=1. (6) Given the reactants [CH3:1][N:2]1[C:10]2[C:5](=[CH:6][CH:7]=[CH:8][C:9]=2[O:11][C:12]2[CH:17]=[CH:16][N:15]=[CH:14][CH:13]=2)[CH:4]=[C:3]1[C:18]([OH:20])=O.CCN([CH:27]([CH3:29])[CH3:28])C(C)C.CN(C(O[N:38]1N=N[C:40]2[CH:41]=[CH:42][CH:43]=[N:44][C:39]1=2)=[N+](C)C)C.F[P-](F)(F)(F)(F)F.[CH:54]1C=NC2N(O)N=NC=2C=1.C[O:65][C:66]1[CH:71]=[CH:70]C(N)=CC=1.C[CH2:74][O:75][C:76](C)=O, predict the reaction product. The product is: [C:27]([C:41]1[CH:40]=[C:39]([N:38]2[CH2:70][CH2:71][C:66]2=[O:65])[C:74]([O:75][CH3:76])=[C:43]([NH:44][C:18]([C:3]2[N:2]([CH3:1])[C:10]3[C:5]([CH:4]=2)=[CH:6][CH:7]=[CH:8][C:9]=3[O:11][C:12]2[CH:13]=[CH:14][N:15]=[CH:16][CH:17]=2)=[O:20])[CH:42]=1)([CH3:29])([CH3:54])[CH3:28]. (7) Given the reactants Br.[N:2]1([C:8]([NH2:10])=[NH:9])[CH2:7][CH2:6][O:5][CH2:4][CH2:3]1.C[O-].[Na+].CO.C[O:17][C:18]([CH:20]1[CH2:24][CH2:23][O:22][C:21]1=[O:25])=O.C(O)(=O)C, predict the reaction product. The product is: [OH:22][CH2:23][CH2:24][C:20]1[C:21]([OH:25])=[N:9][C:8]([N:2]2[CH2:7][CH2:6][O:5][CH2:4][CH2:3]2)=[N:10][C:18]=1[OH:17]. (8) Given the reactants Cl.[CH2:2]([C@@H:6]1[CH2:10][NH:9][C:8](=[O:11])[CH2:7]1)[CH:3]([CH3:5])[CH3:4].[OH2:12], predict the reaction product. The product is: [NH2:9][CH2:10][C@@H:6]([CH2:2][CH:3]([CH3:5])[CH3:4])[CH2:7][C:8]([OH:11])=[O:12]. (9) Given the reactants [Cl:1][C:2]1[CH:15]=[CH:14][C:5]([CH2:6][NH:7][C:8](=[O:13])[C:9]([F:12])([F:11])[F:10])=[CH:4][C:3]=1[NH:16][NH2:17].[CH3:18][C:19]([O:22][C:23](O[C:23]([O:22][C:19]([CH3:21])([CH3:20])[CH3:18])=[O:24])=[O:24])([CH3:21])[CH3:20].C([O-])([O-])=O.[Na+].[Na+].C(#N)C, predict the reaction product. The product is: [Cl:1][C:2]1[CH:15]=[CH:14][C:5]([CH2:6][NH:7][C:8](=[O:13])[C:9]([F:12])([F:11])[F:10])=[CH:4][C:3]=1[NH:16][NH:17][C:23]([O:22][C:19]([CH3:21])([CH3:20])[CH3:18])=[O:24]. (10) Given the reactants [N+:1]([C:4]1[CH:8]=[CH:7][N:6]([CH2:9][C:10]2[CH:11]=[N:12][CH:13]=[CH:14][CH:15]=2)[N:5]=1)([O-])=O.NN, predict the reaction product. The product is: [N:12]1[CH:13]=[CH:14][CH:15]=[C:10]([CH2:9][N:6]2[CH:7]=[CH:8][C:4]([NH2:1])=[N:5]2)[CH:11]=1.